Dataset: Full USPTO retrosynthesis dataset with 1.9M reactions from patents (1976-2016). Task: Predict the reactants needed to synthesize the given product. (1) Given the product [CH3:15][O:16][C:17]1[CH:24]=[CH:23][CH:22]=[C:21]([O:25][CH3:26])[C:18]=1[CH:19]1[N:12]([CH2:11][C:8]2[CH:7]=[CH:6][C:5]([O:4][CH2:3][C:2]([F:13])([F:14])[F:1])=[CH:10][CH:9]=2)[C:5](=[O:4])[CH2:6][CH2:7][CH2:8]1, predict the reactants needed to synthesize it. The reactants are: [F:1][C:2]([F:14])([F:13])[CH2:3][O:4][C:5]1[CH:10]=[CH:9][C:8]([CH2:11][NH2:12])=[CH:7][CH:6]=1.[CH3:15][O:16][C:17]1[CH:24]=[CH:23][CH:22]=[C:21]([O:25][CH3:26])[C:18]=1[CH:19]=O. (2) Given the product [F:1][C:2]1[CH:3]=[CH:4][C:5]([N:8]2[C:16]3[C:11](=[CH:12][C:13]([O:45][C@H:10]([C:11]4[CH:16]=[CH:15][CH:14]=[CH:13][CH:12]=4)[C@@H:33]([NH:30][S:41]([C:39]4[N:38]=[CH:37][N:36]([CH3:35])[CH:40]=4)(=[O:43])=[O:42])[CH3:34])=[CH:14][CH:15]=3)[CH:10]=[N:9]2)=[CH:6][CH:7]=1, predict the reactants needed to synthesize it. The reactants are: [F:1][C:2]1[CH:7]=[CH:6][C:5]([N:8]2[C:16]3[C:11](=[CH:12][CH:13]=[CH:14][CH:15]=3)[C:10](O[C@H](C3C=CC=CC=3)[C@@H](N)C)=[N:9]2)=[CH:4][CH:3]=1.C([N:30]([CH2:33][CH3:34])CC)C.[CH3:35][N:36]1[CH:40]=[C:39]([S:41](Cl)(=[O:43])=[O:42])[N:38]=[CH:37]1.[OH2:45]. (3) Given the product [CH3:48][O:47][C:45](=[O:46])[NH:30][C:25]1[CH:26]=[CH:27][CH:28]=[C:29]2[C:24]=1[CH:23]=[CH:22][C:21](=[O:31])[N:20]2[CH2:19][CH2:18][N:15]1[CH2:14][CH2:13][CH:12]([N:11]([C:10]([O:9][C:5]([CH3:8])([CH3:6])[CH3:7])=[O:43])[CH2:32][C:33]2[CH:42]=[CH:41][C:36]3[O:37][CH2:38][CH2:39][O:40][C:35]=3[CH:34]=2)[CH2:17][CH2:16]1, predict the reactants needed to synthesize it. The reactants are: C(Cl)(Cl)Cl.[C:5]([O:9][C:10](=[O:43])[N:11]([CH2:32][C:33]1[CH:42]=[CH:41][C:36]2[O:37][CH2:38][CH2:39][O:40][C:35]=2[CH:34]=1)[CH:12]1[CH2:17][CH2:16][N:15]([CH2:18][CH2:19][N:20]2[C:29]3[C:24](=[C:25]([NH2:30])[CH:26]=[CH:27][CH:28]=3)[CH:23]=[CH:22][C:21]2=[O:31])[CH2:14][CH2:13]1)([CH3:8])([CH3:7])[CH3:6].Cl[C:45]([O:47][CH3:48])=[O:46]. (4) The reactants are: Br[C:2]1[O:6][C:5]([C:7]([OH:9])=[O:8])=[CH:4][CH:3]=1.[Cl:10][C:11]1[CH:12]=[C:13](B(O)O)[CH:14]=[C:15]([Cl:17])[CH:16]=1. Given the product [Cl:10][C:11]1[CH:12]=[C:13]([C:2]2[O:6][C:5]([C:7]([OH:9])=[O:8])=[CH:4][CH:3]=2)[CH:14]=[C:15]([Cl:17])[CH:16]=1, predict the reactants needed to synthesize it. (5) Given the product [F:13][C:14]([F:16])([F:15])[C:3]1[CH:4]=[CH:5][CH:6]=[CH:7][C:2]=1[NH2:1].[F:13][C:14]([F:16])([F:15])[C:5]1[CH:6]=[CH:7][C:2]([NH2:1])=[CH:3][CH:4]=1.[F:13][C:14]([F:16])([F:15])[C:3]1[CH:4]=[C:5]([C:14]([F:16])([F:15])[F:13])[CH:6]=[CH:7][C:2]=1[NH2:1], predict the reactants needed to synthesize it. The reactants are: [NH2:1][C:2]1[CH:7]=[CH:6][CH:5]=[CH:4][CH:3]=1.S(=O)(=O)(O)O.[F:13][C:14](I)([F:16])[F:15].OO. (6) Given the product [CH2:1]([O:8][C:9]1[CH:10]=[CH:11][C:12]([N:15]2[C:23]3[C:18](=[CH:19][CH:20]=[CH:21][CH:22]=3)[CH:17]=[C:16]2[CH2:24][CH2:25][O:26][CH3:30])=[CH:13][CH:14]=1)[C:2]1[CH:3]=[CH:4][CH:5]=[CH:6][CH:7]=1, predict the reactants needed to synthesize it. The reactants are: [CH2:1]([O:8][C:9]1[CH:14]=[CH:13][C:12]([N:15]2[C:23]3[C:18](=[CH:19][CH:20]=[CH:21][CH:22]=3)[CH:17]=[C:16]2[CH2:24][CH2:25][OH:26])=[CH:11][CH:10]=1)[C:2]1[CH:7]=[CH:6][CH:5]=[CH:4][CH:3]=1.[H-].[Na+].I[CH3:30].